Dataset: hERG Central: cardiac toxicity at 1µM, 10µM, and general inhibition. Task: Predict hERG channel inhibition at various concentrations. The drug is CC(C)(C)OC(=O)NCCCCCNC(=O)c1[nH]cnc1C(=O)Nc1ccccc1. Results: hERG_inhib (hERG inhibition (general)): blocker.